Dataset: Choline transporter screen with 302,306 compounds. Task: Binary Classification. Given a drug SMILES string, predict its activity (active/inactive) in a high-throughput screening assay against a specified biological target. (1) The compound is O=c1n(c(=O)n(c2nnc(NCc3ccccc3)cc12)C)C. The result is 0 (inactive). (2) The molecule is S=C(N1CCOCC1)c1c(n(c(c1)C)c1ccc(F)cc1)C. The result is 0 (inactive). (3) The compound is O=C(N1CC(CCC1)CCC(=O)NCc1oc(cc1)C)c1cc2OCOc2cc1. The result is 0 (inactive).